From a dataset of Full USPTO retrosynthesis dataset with 1.9M reactions from patents (1976-2016). Predict the reactants needed to synthesize the given product. (1) Given the product [CH3:8][C:7]1[N:12]2[CH:13]=[C:14]([N+:17]([O-:19])=[O:18])[CH:15]=[CH:16][C:11]2=[N:10][C:6]=1[CH:3]1[CH2:4][CH2:5][O:1][CH2:2]1, predict the reactants needed to synthesize it. The reactants are: [O:1]1[CH2:5][CH2:4][CH:3]([C:6](=O)[CH2:7][CH3:8])[CH2:2]1.[NH2:10][C:11]1[CH:16]=[CH:15][C:14]([N+:17]([O-:19])=[O:18])=[CH:13][N:12]=1. (2) Given the product [CH3:31][O:30][C:22]1[CH:23]=[C:24]2[C:29](=[C:20]([N:17]3[CH2:16][CH2:15][N:14]([CH:11]4[CH2:12][CH2:13][NH:8][CH2:9][CH2:10]4)[CH2:19][CH2:18]3)[CH:21]=1)[N:28]=[CH:27][CH:26]=[CH:25]2, predict the reactants needed to synthesize it. The reactants are: C([N:8]1[CH2:13][CH2:12][CH:11]([N:14]2[CH2:19][CH2:18][N:17]([C:20]3[CH:21]=[C:22]([O:30][CH3:31])[CH:23]=[C:24]4[C:29]=3[N:28]=[CH:27][CH:26]=[CH:25]4)[CH2:16][CH2:15]2)[CH2:10][CH2:9]1)C1C=CC=CC=1.C(OC(Cl)=O)=C. (3) Given the product [Si:1]([O:8][CH2:9][CH2:10][O:11][N:32]1[C:36](=[O:37])[C:35]2[C:34](=[CH:41][CH:40]=[CH:39][CH:38]=2)[C:33]1=[O:42])([C:4]([CH3:6])([CH3:7])[CH3:5])([CH3:3])[CH3:2], predict the reactants needed to synthesize it. The reactants are: [Si:1]([O:8][CH2:9][CH2:10][OH:11])([C:4]([CH3:7])([CH3:6])[CH3:5])([CH3:3])[CH3:2].C1(P(C2C=CC=CC=2)C2C=CC=CC=2)C=CC=CC=1.O[N:32]1[C:36](=[O:37])[C:35]2=[CH:38][CH:39]=[CH:40][CH:41]=[C:34]2[C:33]1=[O:42].CCOC(/N=N/C(OCC)=O)=O. (4) Given the product [C:32]([O:36][C:37]([N:39]1[CH2:44][CH2:43][CH:42]([CH2:45][NH:46][C:29](=[O:31])[CH2:28][N:2]([CH3:1])[C:3](=[O:27])[C:4]2[CH:5]=[CH:6][C:7]([S:10](=[O:25])(=[O:26])[NH:11][C:12]3[CH:17]=[CH:16][CH:15]=[CH:14][C:13]=3[O:18][C:19]3[CH:24]=[CH:23][CH:22]=[CH:21][CH:20]=3)=[CH:8][CH:9]=2)[CH2:41][CH2:40]1)=[O:38])([CH3:35])([CH3:34])[CH3:33], predict the reactants needed to synthesize it. The reactants are: [CH3:1][N:2]([CH2:28][C:29]([OH:31])=O)[C:3](=[O:27])[C:4]1[CH:9]=[CH:8][C:7]([S:10](=[O:26])(=[O:25])[NH:11][C:12]2[CH:17]=[CH:16][CH:15]=[CH:14][C:13]=2[O:18][C:19]2[CH:24]=[CH:23][CH:22]=[CH:21][CH:20]=2)=[CH:6][CH:5]=1.[C:32]([O:36][C:37]([N:39]1[CH2:44][CH2:43][CH:42]([CH2:45][NH2:46])[CH2:41][CH2:40]1)=[O:38])([CH3:35])([CH3:34])[CH3:33]. (5) Given the product [Cl:11][C:10]1[C:9]([C:12]([CH3:16])([CH3:15])[CH2:13][F:14])=[N:8][N:7]([CH3:17])[C:6]=1[C:4]([OH:5])=[O:3], predict the reactants needed to synthesize it. The reactants are: C([O:3][C:4]([C:6]1[N:7]([CH3:17])[N:8]=[C:9]([C:12]([CH3:16])([CH3:15])[CH2:13][F:14])[C:10]=1[Cl:11])=[O:5])C.[OH-].[Na+]. (6) Given the product [CH2:1]([N:3]1[C:11]2[CH:10]=[C:9]([C:12]([OH:14])=[O:13])[N:8]=[CH:7][C:6]=2[C:5]([CH3:16])=[CH:4]1)[CH3:2], predict the reactants needed to synthesize it. The reactants are: [CH2:1]([N:3]1[C:11]2[CH:10]=[C:9]([C:12]([O:14]C)=[O:13])[N:8]=[CH:7][C:6]=2[C:5]([CH3:16])=[CH:4]1)[CH3:2].[OH-].[Na+]. (7) Given the product [OH:8][N:9]1[C:18]2[C:13](=[CH:14][CH:15]=[CH:16][N:17]=2)[C:12]([NH:19][C:20](=[O:22])[CH3:21])=[CH:11][C:10]1=[O:23], predict the reactants needed to synthesize it. The reactants are: C([O:8][N:9]1[C:18]2[C:13](=[CH:14][CH:15]=[CH:16][N:17]=2)[C:12]([NH:19][C:20](=[O:22])[CH3:21])=[CH:11][C:10]1=[O:23])C1C=CC=CC=1.